This data is from Full USPTO retrosynthesis dataset with 1.9M reactions from patents (1976-2016). The task is: Predict the reactants needed to synthesize the given product. Given the product [Cl:1][C:2]1[C:3]([O:21][CH3:22])=[C:4]([C:14]2[O:15][CH2:16][CH:17]([CH2:19][O:20][C:24]3[CH:29]=[CH:28][C:27]([C:30]([F:33])([F:32])[F:31])=[CH:26][N:25]=3)[N:18]=2)[CH:5]=[C:6]([O:8][CH2:9][CH:10]=[C:11]([Cl:12])[Cl:13])[CH:7]=1, predict the reactants needed to synthesize it. The reactants are: [Cl:1][C:2]1[C:3]([O:21][CH3:22])=[C:4]([C:14]2[O:15][CH2:16][CH:17]([CH2:19][OH:20])[N:18]=2)[CH:5]=[C:6]([O:8][CH2:9][CH:10]=[C:11]([Cl:13])[Cl:12])[CH:7]=1.O[C:24]1[CH:29]=[CH:28][C:27]([C:30]([F:33])([F:32])[F:31])=[CH:26][N:25]=1.C1(P(C2C=CC=CC=2)C2C=CC=CC=2)C=CC=CC=1.N(C(OCC)=O)=NC(OCC)=O.